From a dataset of Catalyst prediction with 721,799 reactions and 888 catalyst types from USPTO. Predict which catalyst facilitates the given reaction. (1) The catalyst class is: 25. Product: [ClH:29].[CH3:6][NH:8][CH2:9][C:10]([O:12][CH2:13][N:14]1[C:18]2=[N:19][CH:20]=[C:21]([C:23]3[CH:28]=[CH:27][C:26]([Cl:29])=[CH:25][CH:24]=3)[CH:22]=[C:17]2[C:16]([C:30](=[O:46])[C:31]2[C:36]([F:37])=[CH:35][CH:34]=[C:33]([NH:38][S:39]([CH2:42][CH2:43][CH3:44])(=[O:40])=[O:41])[C:32]=2[F:45])=[CH:15]1)=[O:11]. Reactant: C(O[C:6]([N:8](C)[CH2:9][C:10]([O:12][CH2:13][N:14]1[C:18]2=[N:19][CH:20]=[C:21]([C:23]3[CH:28]=[CH:27][C:26]([Cl:29])=[CH:25][CH:24]=3)[CH:22]=[C:17]2[C:16]([C:30](=[O:46])[C:31]2[C:36]([F:37])=[CH:35][CH:34]=[C:33]([NH:38][S:39]([CH2:42][CH2:43][CH3:44])(=[O:41])=[O:40])[C:32]=2[F:45])=[CH:15]1)=[O:11])=O)(C)(C)C.Cl. (2) Reactant: [CH3:1][N:2]1[CH:6]=[C:5]([N:7]2[CH:12]=[CH:11][C:10](=[O:13])[C:9]([CH2:14][C:15]3[CH:16]=[C:17]([NH:21][C:22](=[O:29])[O:23][CH2:24][CH:25]([F:28])[CH2:26][NH2:27])[CH:18]=[CH:19][CH:20]=3)=[N:8]2)[CH:4]=[N:3]1.Br[CH2:31][CH2:32][O:33][CH2:34][CH2:35]Br.CCN(C(C)C)C(C)C. Product: [CH3:1][N:2]1[CH:6]=[C:5]([N:7]2[CH:12]=[CH:11][C:10](=[O:13])[C:9]([CH2:14][C:15]3[CH:16]=[C:17]([NH:21][C:22](=[O:29])[O:23][CH2:24][CH:25]([F:28])[CH2:26][N:27]4[CH2:35][CH2:34][O:33][CH2:32][CH2:31]4)[CH:18]=[CH:19][CH:20]=3)=[N:8]2)[CH:4]=[N:3]1. The catalyst class is: 31. (3) Reactant: [I-].[CH:2]([P+](C1C=CC=CC=1)(C1C=CC=CC=1)C1C=CC=CC=1)([CH3:4])[CH3:3].CC(C)([O-])C.[K+].[CH2:30]([N:34]([CH2:46][CH:47]([CH3:49])[CH3:48])[C:35]1[CH:42]=[CH:41][C:38]([CH:39]=O)=[CH:37][C:36]=1[N+:43]([O-:45])=[O:44])[CH:31]([CH3:33])[CH3:32].[Cl-].[NH4+]. Product: [CH2:30]([N:34]([CH2:46][CH:47]([CH3:49])[CH3:48])[C:35]1[CH:42]=[CH:41][C:38]([CH:39]=[C:2]([CH3:4])[CH3:3])=[CH:37][C:36]=1[N+:43]([O-:45])=[O:44])[CH:31]([CH3:33])[CH3:32]. The catalyst class is: 18.